This data is from Full USPTO retrosynthesis dataset with 1.9M reactions from patents (1976-2016). The task is: Predict the reactants needed to synthesize the given product. (1) Given the product [CH2:21]([N:19]([CH3:20])[C:7]1[C:6]([C:4]([NH:29][CH2:28][C:27]2[CH:30]=[CH:31][C:24]([F:23])=[CH:25][CH:26]=2)=[O:5])=[C:11]([CH3:12])[CH:10]=[C:9]([N:13]2[CH2:14][CH2:15][O:16][CH2:17][CH2:18]2)[N:8]=1)[CH3:22], predict the reactants needed to synthesize it. The reactants are: C(O[C:4]([C:6]1[C:7]([N:19]([CH2:21][CH3:22])[CH3:20])=[N:8][C:9]([N:13]2[CH2:18][CH2:17][O:16][CH2:15][CH2:14]2)=[CH:10][C:11]=1[CH3:12])=[O:5])C.[F:23][C:24]1[CH:31]=[CH:30][C:27]([CH2:28][NH2:29])=[CH:26][CH:25]=1.C[Al](C)C.[OH-].[Na+]. (2) The reactants are: [CH3:1][CH2:2][CH2:3][CH2:4][N:5]1[CH:10]([C:11]([NH:13][C:14]2[C:15]([CH3:21])=[CH:16][CH:17]=[CH:18][C:19]=2[CH3:20])=[O:12])[CH2:9][CH2:8][CH2:7][CH2:6]1.Cl.OP([O-])(O)=O.OP([O-])([O-])=O.[Na+].[Na+].[Na+].[Cl-].[Cl-].[K+].[K+]. Given the product [CH3:1][CH2:2][CH2:3][CH2:4][N:5]1[CH:10]([C:11]([NH:13][C:14]2[C:15]([CH3:21])=[CH:16][CH:17]=[CH:18][C:19]=2[CH3:20])=[O:12])[CH2:9][CH2:8][CH2:7][CH2:6]1, predict the reactants needed to synthesize it.